Task: Predict the reactants needed to synthesize the given product.. Dataset: Full USPTO retrosynthesis dataset with 1.9M reactions from patents (1976-2016) Given the product [CH:1]1[C:10]2[C:5](=[CH:6][CH:7]=[CH:8][CH:9]=2)[CH:4]=[CH:3][C:2]=1[N:11]1[C:12]2[CH:17]=[CH:16][CH:15]=[CH:14][C:13]=2[NH:18][S:19]1(=[O:21])=[O:20], predict the reactants needed to synthesize it. The reactants are: [CH:1]1[C:10]2[C:5](=[CH:6][CH:7]=[CH:8][CH:9]=2)[CH:4]=[CH:3][C:2]=1[NH:11][C:12]1[C:13]([NH2:18])=[CH:14][CH:15]=[CH:16][CH:17]=1.[S:19](N)(N)(=[O:21])=[O:20].